Dataset: Full USPTO retrosynthesis dataset with 1.9M reactions from patents (1976-2016). Task: Predict the reactants needed to synthesize the given product. (1) The reactants are: [CH3:1][C:2]1([CH3:29])[CH2:7][CH2:6][N:5]([C:8]2[N:13]3[CH:14]=[C:15]([C:17]([O:19][CH2:20][CH3:21])=[O:18])[N:16]=[C:12]3[CH:11]=[C:10]([CH3:22])[C:9]=2[C@H:23]([OH:28])[C:24]([O:26][CH3:27])=[O:25])[CH2:4][CH2:3]1.Cl(O)(=O)(=O)=O.C(Cl)Cl.C(=O)(O)[O-].[Na+]. Given the product [C:2]([O:28][C@@H:23]([C:9]1[C:10]([CH3:22])=[CH:11][C:12]2[N:13]([CH:14]=[C:15]([C:17]([O:19][CH2:20][CH3:21])=[O:18])[N:16]=2)[C:8]=1[N:5]1[CH2:6][CH2:7][C:2]([CH3:1])([CH3:29])[CH2:3][CH2:4]1)[C:24]([O:26][CH3:27])=[O:25])([CH3:7])([CH3:3])[CH3:1], predict the reactants needed to synthesize it. (2) The reactants are: [CH2:1]([C:3]1[N:7]([C:8]2[CH:13]=[CH:12][CH:11]=[CH:10][CH:9]=2)[N:6]=[CH:5][C:4]=1[CH:14]=[O:15])[CH3:2].[CH3:16][Mg+].[Br-].[NH4+].[Cl-]. Given the product [CH2:1]([C:3]1[N:7]([C:8]2[CH:9]=[CH:10][CH:11]=[CH:12][CH:13]=2)[N:6]=[CH:5][C:4]=1[CH:14]([OH:15])[CH3:16])[CH3:2], predict the reactants needed to synthesize it. (3) Given the product [C:1]([O:5][C:6](=[O:16])[NH:7][C@H:8]1[CH2:13][CH2:12][C@H:11]([CH:14]=[N:24][CH2:17][C:18]2[CH:23]=[CH:22][CH:21]=[CH:20][CH:19]=2)[CH2:10][CH2:9]1)([CH3:4])([CH3:3])[CH3:2], predict the reactants needed to synthesize it. The reactants are: [C:1]([O:5][C:6](=[O:16])[NH:7][CH:8]1[CH2:13][CH2:12][CH:11]([CH:14]=O)[CH2:10][CH2:9]1)([CH3:4])([CH3:3])[CH3:2].[CH2:17]([NH2:24])[C:18]1[CH:23]=[CH:22][CH:21]=[CH:20][CH:19]=1.C(O)(=O)C.S([O-])([O-])(=O)=O.[Mg+2]. (4) Given the product [O:1]1[CH:5]=[CH:4][CH:3]=[C:2]1[C:16]1[CH:36]=[CH:35][C:19]([O:20][C@@H:21]([CH2:27][CH2:28][C:29]2[CH:34]=[CH:33][CH:32]=[CH:31][CH:30]=2)[C:22]([O:24][CH2:25][CH3:26])=[O:23])=[CH:18][CH:17]=1, predict the reactants needed to synthesize it. The reactants are: [O:1]1[CH:5]=[CH:4][CH:3]=[C:2]1B(O)O.C(=O)([O-])[O-].[Na+].[Na+].Br[C:16]1[CH:36]=[CH:35][C:19]([O:20][C@@H:21]([CH2:27][CH2:28][C:29]2[CH:34]=[CH:33][CH:32]=[CH:31][CH:30]=2)[C:22]([O:24][CH2:25][CH3:26])=[O:23])=[CH:18][CH:17]=1. (5) Given the product [N+:1]([C:4]1[CH:9]=[CH:8][C:7]([O:10][CH2:12][C:13]([O:15][C:16]([CH3:19])([CH3:18])[CH3:17])=[O:14])=[CH:6][CH:5]=1)([O-:3])=[O:2], predict the reactants needed to synthesize it. The reactants are: [N+:1]([C:4]1[CH:9]=[CH:8][C:7]([OH:10])=[CH:6][CH:5]=1)([O-:3])=[O:2].Br[CH2:12][C:13]([O:15][C:16]([CH3:19])([CH3:18])[CH3:17])=[O:14].C(=O)([O-])[O-].[K+].[K+].O1CCCC1.